Task: Predict the reactants needed to synthesize the given product.. Dataset: Full USPTO retrosynthesis dataset with 1.9M reactions from patents (1976-2016) (1) Given the product [C:11]([O:13][CH3:14])(=[O:12])[C:10]([CH3:16])=[CH2:15].[C:11]([OH:13])(=[O:12])[C:10]([CH3:16])=[CH2:15].[C:11]([O:5][C:3]([CH3:6])([CH3:4])[C:2]([Cl:8])([Cl:7])[Cl:1])(=[O:12])[C:10]([CH3:16])=[CH2:15].[Cl:9][C:10]([CH3:16])([CH3:15])[C:11]([O:5][C:3]([CH3:6])([CH3:4])[C:2]([Cl:8])([Cl:7])[Cl:1])=[O:12], predict the reactants needed to synthesize it. The reactants are: [Cl:1][C:2]([Cl:8])([Cl:7])[C:3]([CH3:6])([OH:5])[CH3:4].[Cl:9][C:10]([CH3:16])([CH3:15])[C:11]([O:13][CH3:14])=[O:12]. (2) Given the product [F:1][C:2]1[CH:7]=[CH:6][CH:5]=[CH:4][C:3]=1[C:8]1[O:12][N:11]=[C:10]([C:13]2[CH:14]=[C:15]([CH:19]=[CH:20][CH:21]=2)[C:16]([Cl:25])=[O:17])[N:9]=1, predict the reactants needed to synthesize it. The reactants are: [F:1][C:2]1[CH:7]=[CH:6][CH:5]=[CH:4][C:3]=1[C:8]1[O:12][N:11]=[C:10]([C:13]2[CH:14]=[C:15]([CH:19]=[CH:20][CH:21]=2)[C:16](O)=[O:17])[N:9]=1.C(Cl)(=O)C([Cl:25])=O. (3) Given the product [NH2:13][C:6]1[CH:5]=[C:4]([CH:1]([CH3:3])[CH3:2])[CH:12]=[CH:11][C:7]=1[C:8]([OH:10])=[O:9], predict the reactants needed to synthesize it. The reactants are: [CH:1]([C:4]1[CH:12]=[CH:11][C:7]([C:8]([OH:10])=[O:9])=[C:6]([N+:13]([O-])=O)[CH:5]=1)([CH3:3])[CH3:2].[H][H]. (4) Given the product [C:11]([O:10][C:8]([NH:1][C:2]1[O:6][N:5]=[C:4]([CH3:7])[CH:3]=1)=[O:9])([CH3:14])([CH3:13])[CH3:12], predict the reactants needed to synthesize it. The reactants are: [NH2:1][C:2]1[O:6][N:5]=[C:4]([CH3:7])[CH:3]=1.[C:8](O[C:8]([O:10][C:11]([CH3:14])([CH3:13])[CH3:12])=[O:9])([O:10][C:11]([CH3:14])([CH3:13])[CH3:12])=[O:9]. (5) Given the product [CH:7]1([C@H:6]([NH:5][C:3]([O:2][CH3:1])=[O:4])[C:10]([OH:12])=[O:11])[CH2:9][CH2:8]1, predict the reactants needed to synthesize it. The reactants are: [CH3:1][O:2][C:3]([NH:5][C@H:6]([C:10]([OH:12])=[O:11])[CH:7]([CH3:9])[CH3:8])=[O:4].C1C([C@H](N)C(O)=O)C1.